This data is from Forward reaction prediction with 1.9M reactions from USPTO patents (1976-2016). The task is: Predict the product of the given reaction. (1) Given the reactants Br.[NH2:2][C@@H:3]([CH2:15][C:16]1[CH:21]=[CH:20][CH:19]=[CH:18][CH:17]=1)[C@H:4]([CH2:8][C:9]1[CH:14]=[CH:13][CH:12]=[CH:11][CH:10]=1)[C:5]([OH:7])=[S:6].CC1CO1, predict the reaction product. The product is: [NH2:2][C@@H:3]([CH2:15][C:16]1[CH:21]=[CH:20][CH:19]=[CH:18][CH:17]=1)[C@H:4]([CH2:8][C:9]1[CH:10]=[CH:11][CH:12]=[CH:13][CH:14]=1)[C:5]([OH:7])=[S:6]. (2) Given the reactants [F:1][C:2]1[C:3]([N:9]2[CH2:13][C:12]([CH3:15])([CH3:14])[NH:11][C:10]2=[O:16])=[N:4][CH:5]=[C:6]([I:8])[CH:7]=1.I[CH3:18], predict the reaction product. The product is: [F:1][C:2]1[C:3]([N:9]2[CH2:13][C:12]([CH3:14])([CH3:15])[N:11]([CH3:18])[C:10]2=[O:16])=[N:4][CH:5]=[C:6]([I:8])[CH:7]=1. (3) Given the reactants [C:1]([C:3]1[CH:19]=[CH:18][C:6]([O:7][C:8]2[CH:9]=[C:10]([CH:14]=[C:15]([OH:17])[CH:16]=2)[C:11]([OH:13])=O)=[CH:5][CH:4]=1)#[N:2].[NH:20]1[CH:29]2[CH:24]([CH2:25][CH2:26][CH2:27][CH2:28]2)[CH2:23][CH2:22][CH2:21]1, predict the reaction product. The product is: [OH:17][C:15]1[CH:16]=[C:8]([CH:9]=[C:10]([C:11]([N:20]2[CH:29]3[CH:24]([CH2:25][CH2:26][CH2:27][CH2:28]3)[CH2:23][CH2:22][CH2:21]2)=[O:13])[CH:14]=1)[O:7][C:6]1[CH:5]=[CH:4][C:3]([C:1]#[N:2])=[CH:19][CH:18]=1. (4) Given the reactants [C:1]([C:3]1[N:7]2[N:8]=[CH:9][CH:10]=[CH:11][C:6]2=[N:5][CH:4]=1)#[CH:2].[Cl:12][C:13]1[CH:14]=[C:15]([NH:27][C:28](=[O:37])[C:29]2[CH:34]=[CH:33][C:32]([CH3:35])=[C:31](I)[CH:30]=2)[CH:16]=[CH:17][C:18]=1[CH2:19][N:20]1[CH2:25][CH2:24][N:23]([CH3:26])[CH2:22][CH2:21]1, predict the reaction product. The product is: [Cl:12][C:13]1[CH:14]=[C:15]([NH:27][C:28](=[O:37])[C:29]2[CH:34]=[CH:33][C:32]([CH3:35])=[C:31]([C:2]#[C:1][C:3]3[N:7]4[N:8]=[CH:9][CH:10]=[CH:11][C:6]4=[N:5][CH:4]=3)[CH:30]=2)[CH:16]=[CH:17][C:18]=1[CH2:19][N:20]1[CH2:21][CH2:22][N:23]([CH3:26])[CH2:24][CH2:25]1. (5) Given the reactants [Br:1][C:2]1[CH:7]=[CH:6][C:5]([S:8]([CH:11]([CH3:13])[CH3:12])(=[O:10])=[O:9])=[C:4]([N+:14]([O-])=O)[CH:3]=1, predict the reaction product. The product is: [Br:1][C:2]1[CH:7]=[CH:6][C:5]([S:8]([CH:11]([CH3:13])[CH3:12])(=[O:10])=[O:9])=[C:4]([NH2:14])[CH:3]=1.